From a dataset of Peptide-MHC class I binding affinity with 185,985 pairs from IEDB/IMGT. Regression. Given a peptide amino acid sequence and an MHC pseudo amino acid sequence, predict their binding affinity value. This is MHC class I binding data. (1) The peptide sequence is LEHGSCVTTM. The MHC is HLA-B44:03 with pseudo-sequence HLA-B44:03. The binding affinity (normalized) is 0.354. (2) The peptide sequence is SENDRLRLL. The MHC is HLA-B14:02 with pseudo-sequence HLA-B14:02. The binding affinity (normalized) is 0.0847.